This data is from Forward reaction prediction with 1.9M reactions from USPTO patents (1976-2016). The task is: Predict the product of the given reaction. Given the reactants [CH3:1][O:2][C:3]1[CH:8]=[CH:7][C:6]([NH:9][C:10]([N:12]2[CH2:18][C:17]3[CH:19]=[CH:20][C:21]([C:23]([O:25]C)=O)=[CH:22][C:16]=3[O:15][CH2:14][CH2:13]2)=[O:11])=[CH:5][CH:4]=1.[NH2:27][OH:28].[OH-].[Na+], predict the reaction product. The product is: [OH:28][NH:27][C:23]([C:21]1[CH:20]=[CH:19][C:17]2[CH2:18][N:12]([C:10]([NH:9][C:6]3[CH:5]=[CH:4][C:3]([O:2][CH3:1])=[CH:8][CH:7]=3)=[O:11])[CH2:13][CH2:14][O:15][C:16]=2[CH:22]=1)=[O:25].